From a dataset of NCI-60 drug combinations with 297,098 pairs across 59 cell lines. Regression. Given two drug SMILES strings and cell line genomic features, predict the synergy score measuring deviation from expected non-interaction effect. (1) Drug 1: CC1=C(C=C(C=C1)NC(=O)C2=CC=C(C=C2)CN3CCN(CC3)C)NC4=NC=CC(=N4)C5=CN=CC=C5. Drug 2: C1CNP(=O)(OC1)N(CCCl)CCCl. Cell line: UO-31. Synergy scores: CSS=-2.85, Synergy_ZIP=2.79, Synergy_Bliss=2.89, Synergy_Loewe=-0.113, Synergy_HSA=-0.686. (2) Drug 1: CCC1(C2=C(COC1=O)C(=O)N3CC4=CC5=C(C=CC(=C5CN(C)C)O)N=C4C3=C2)O.Cl. Drug 2: CC12CCC3C(C1CCC2OP(=O)(O)O)CCC4=C3C=CC(=C4)OC(=O)N(CCCl)CCCl.[Na+]. Cell line: SW-620. Synergy scores: CSS=24.7, Synergy_ZIP=-1.92, Synergy_Bliss=-3.99, Synergy_Loewe=-25.1, Synergy_HSA=-4.05. (3) Drug 1: C1=CC(=CC=C1CCCC(=O)O)N(CCCl)CCCl. Drug 2: CC12CCC3C(C1CCC2OP(=O)(O)O)CCC4=C3C=CC(=C4)OC(=O)N(CCCl)CCCl.[Na+]. Cell line: HCT-15. Synergy scores: CSS=14.6, Synergy_ZIP=-4.69, Synergy_Bliss=-16.0, Synergy_Loewe=-20.9, Synergy_HSA=-15.0. (4) Drug 2: CC(C)CN1C=NC2=C1C3=CC=CC=C3N=C2N. Synergy scores: CSS=15.9, Synergy_ZIP=-2.28, Synergy_Bliss=1.68, Synergy_Loewe=-6.31, Synergy_HSA=1.43. Cell line: HCT-15. Drug 1: CC1=C(C(=O)C2=C(C1=O)N3CC4C(C3(C2COC(=O)N)OC)N4)N. (5) Cell line: RPMI-8226. Synergy scores: CSS=35.5, Synergy_ZIP=-1.93, Synergy_Bliss=-3.07, Synergy_Loewe=-12.9, Synergy_HSA=-1.12. Drug 1: C1CN1C2=NC(=NC(=N2)N3CC3)N4CC4. Drug 2: C1=NC2=C(N1)C(=S)N=CN2. (6) Drug 1: C1=NC2=C(N1)C(=S)N=CN2. Drug 2: C(CN)CNCCSP(=O)(O)O. Cell line: M14. Synergy scores: CSS=25.7, Synergy_ZIP=-1.11, Synergy_Bliss=0.128, Synergy_Loewe=-42.3, Synergy_HSA=-0.994. (7) Drug 1: CN(C)N=NC1=C(NC=N1)C(=O)N. Drug 2: CC1CCCC2(C(O2)CC(NC(=O)CC(C(C(=O)C(C1O)C)(C)C)O)C(=CC3=CSC(=N3)C)C)C. Cell line: SW-620. Synergy scores: CSS=-7.00, Synergy_ZIP=2.71, Synergy_Bliss=-1.19, Synergy_Loewe=-9.44, Synergy_HSA=-6.70. (8) Synergy scores: CSS=61.2, Synergy_ZIP=5.39, Synergy_Bliss=5.21, Synergy_Loewe=-8.57, Synergy_HSA=4.61. Drug 1: CC1OCC2C(O1)C(C(C(O2)OC3C4COC(=O)C4C(C5=CC6=C(C=C35)OCO6)C7=CC(=C(C(=C7)OC)O)OC)O)O. Drug 2: CC(C)CN1C=NC2=C1C3=CC=CC=C3N=C2N. Cell line: HL-60(TB).